Dataset: Full USPTO retrosynthesis dataset with 1.9M reactions from patents (1976-2016). Task: Predict the reactants needed to synthesize the given product. (1) The reactants are: [F:1][C:2]1[C:11]([N+:12]([O-])=O)=[CH:10][CH:9]=[CH:8][C:3]=1[C:4]([O:6][CH3:7])=[O:5].O.NN. Given the product [NH2:12][C:11]1[C:2]([F:1])=[C:3]([CH:8]=[CH:9][CH:10]=1)[C:4]([O:6][CH3:7])=[O:5], predict the reactants needed to synthesize it. (2) Given the product [CH:1]12[CH2:7][CH:4]([CH2:5][CH2:6]1)[CH2:3][C@@H:2]2[NH:8][C:9]1[S:10][C:11]([CH2:15][CH:16]2[CH2:70][CH2:69][N:66]([C:64]([C:41]3[CH:42]=[C:34]([CH:35]=[CH:36][CH:37]=3)[O:33][CH2:32][CH2:31][NH:30][C:23](=[O:24])[O:25][C:26]([CH3:27])([CH3:28])[CH3:29])=[O:63])[CH2:67][CH2:68]2)([CH3:22])[C:12](=[O:14])[N:13]=1, predict the reactants needed to synthesize it. The reactants are: [CH:1]12[CH2:7][CH:4]([CH2:5][CH2:6]1)[CH2:3][C@@H:2]2[NH:8][C:9]1[S:10][C:11]([CH3:22])([CH2:15][CH:16]2CCNCC2)[C:12](=[O:14])[N:13]=1.[C:23]([NH:30][CH2:31][CH2:32][O:33][C:34]1[CH:42]=[CH:41][C:37](C(O)=O)=[CH:36][CH:35]=1)([O:25][C:26]([CH3:29])([CH3:28])[CH3:27])=[O:24].CCN=C=NCCCN(C)C.C1C=CC2N([OH:63])N=NC=2C=1.[CH2:64]([N:66]([CH2:69][CH3:70])[CH2:67][CH3:68])C. (3) Given the product [OH:27][CH2:26][C@@H:24]([NH:23][C:3]([C:5]1[S:9][C:8]([CH2:10][CH2:11][C:12]2[C:13]([CH2:18][CH2:19][CH2:20][CH3:21])=[N:14][O:15][C:16]=2[CH3:17])=[N:7][C:6]=1[CH3:22])=[O:4])[CH3:25], predict the reactants needed to synthesize it. The reactants are: CO[C:3]([C:5]1[S:9][C:8]([CH2:10][CH2:11][C:12]2[C:13]([CH2:18][CH2:19][CH2:20][CH3:21])=[N:14][O:15][C:16]=2[CH3:17])=[N:7][C:6]=1[CH3:22])=[O:4].[NH2:23][C@H:24]([CH2:26][OH:27])[CH3:25].